This data is from Experimentally validated miRNA-target interactions with 360,000+ pairs, plus equal number of negative samples. The task is: Binary Classification. Given a miRNA mature sequence and a target amino acid sequence, predict their likelihood of interaction. (1) The miRNA is mmu-miR-3089-5p with sequence UGAGUUCAGGGACAGCGUGUCU. The protein sequence of the target gene is MSLNYIKNFYEGCVKPPTVIGQFHTLFFGSVRMFFLGVLGFAVYGNEALHFSCDPDKREINLFCYNQFRPITPQVFWALQLVIVLLPGAIFHLYAACKSINQDCILQKPVYTVIYVLSVLLRISLEVFAFWLQIHLFGFQVKPIYLCDTESLGKKPNILKCMVPEHFEKTIFLIAMYTFTVITMVLCVAEVFEIIFRRSCFLFKR. Result: 1 (interaction). (2) The miRNA is hsa-miR-5695 with sequence ACUCCAAGAAGAAUCUAGACAG. The protein sequence of the target gene is MLPKRRRARVGSPSGDAASSTPPSTRFPGVAIYLVEPRMGRSRRAFLTGLARSKGFRVLDACSSEATHVVMEETSAEEAVSWQERRMAAAPPGCTPPALLDISWLTESLGAGQPVPVECRHRLEVAGPRKGPLSPAWMPAYACQRPTPLTHHNTGLSEALEILAEAAGFEGSEGRLLTFCRAASVLKALPSPVTTLSQLQGLPHFGEHSSRVVQELLEHGVCEEVERVRRSERYQTMKLFTQIFGVGVKTADRWYREGLRTLDDLREQPQKLTQQQKAGLQHHQDLSTPVLRSDVDALQQ.... Result: 1 (interaction). (3) The miRNA is hsa-miR-378c with sequence ACUGGACUUGGAGUCAGAAGAGUGG. The protein sequence of the target gene is MATAATEEPFPFHGLLPKKETGAASFLCRYPEYDGRGVLIAVLDTGVDPGAPGMQVTTDGKPKIVDIIDTTGSGDVNTATEVEPKDGEIVGLSGRVLKIPASWTNPSGKYHIGIKNGYDFYPKALKERIQKERKEKIWDPVHRVALAEACRKQEEFDVANNGSSQANKLIKEELQSQVELLNSFEKKYSDPGPVYDCLVWHDGEVWRACIDSNEDGDLSKSTVLRNYKEAQEYGSFGTAEMLNYSVNIYDDGNLLSIVTSGGAHGTHVASIAAGHFPEEPERNGVAPGAQILSIKIGDTR.... Result: 0 (no interaction).